Dataset: Forward reaction prediction with 1.9M reactions from USPTO patents (1976-2016). Task: Predict the product of the given reaction. (1) The product is: [C:16]([NH:15][CH:12]1[CH2:11][CH2:10][CH2:9][CH2:14][CH2:13]1)([NH:17][CH:18]1[CH2:23][CH2:22][CH2:21][CH2:20][CH2:19]1)=[O:1]. Given the reactants [OH:1]N1C(=O)CCC1=O.[CH2:9]1[CH2:14][CH2:13][CH:12]([N:15]=[C:16]=[N:17][CH:18]2[CH2:23][CH2:22][CH2:21][CH2:20][CH2:19]2)[CH2:11][CH2:10]1, predict the reaction product. (2) Given the reactants [Br:1][C:2]1[CH:7]=[C:6]([Cl:8])[CH:5]=[CH:4][C:3]=1[NH:9][NH2:10].O=[C:12]([CH2:17][CH3:18])[C:13]([O:15][CH3:16])=[O:14], predict the reaction product. The product is: [CH3:16][O:15][C:13](=[O:14])/[C:12](=[N:10]\[NH:9][C:3]1[CH:4]=[CH:5][C:6]([Cl:8])=[CH:7][C:2]=1[Br:1])/[CH2:17][CH3:18].